This data is from Catalyst prediction with 721,799 reactions and 888 catalyst types from USPTO. The task is: Predict which catalyst facilitates the given reaction. (1) Reactant: [Br:1][C:2]1[CH:3]=[C:4]([NH2:9])[C:5]([NH2:8])=[N:6][CH:7]=1.[F:10][C:11]([F:16])([F:15])[C:12](O)=O. Product: [Br:1][C:2]1[CH:3]=[C:4]2[NH:9][C:12]([C:11]([F:16])([F:15])[F:10])=[N:8][C:5]2=[N:6][CH:7]=1. The catalyst class is: 33. (2) Reactant: [F:1][C:2]1[CH:7]=[CH:6][C:5]([C:8]2[C:9](=[O:25])[O:10][C:11](=O)[C:12]=2[C:13]2[CH:23]=[CH:22][C:16]3[O:17][CH2:18][C:19](=[O:21])[NH:20][C:15]=3[CH:14]=2)=[CH:4][CH:3]=1.[F:26][C:27]([F:31])([F:30])[CH2:28][NH2:29]. Product: [F:1][C:2]1[CH:3]=[CH:4][C:5]([C:8]2[C:9](=[O:25])[N:29]([CH2:28][C:27]([F:31])([F:30])[F:26])[C:11](=[O:10])[C:12]=2[C:13]2[CH:23]=[CH:22][C:16]3[O:17][CH2:18][C:19](=[O:21])[NH:20][C:15]=3[CH:14]=2)=[CH:6][CH:7]=1. The catalyst class is: 31.